The task is: Predict the reactants needed to synthesize the given product.. This data is from Full USPTO retrosynthesis dataset with 1.9M reactions from patents (1976-2016). Given the product [C:1]([N:8]1[CH2:12][C@@H:11]([N:13]([CH:20]2[CH2:25][CH2:24][C:23]([CH3:27])([CH3:26])[CH2:22][CH2:21]2)[C:14](=[O:19])[C:15]([CH3:16])([CH3:17])[CH3:18])[CH2:10][C@H:9]1[CH3:28])([O:3][C:4]([CH3:5])([CH3:6])[CH3:7])=[O:2], predict the reactants needed to synthesize it. The reactants are: [C:1]([N:8]1[CH2:12][C@@H:11]([N:13]([CH:20]2[CH2:25][CH2:24][C:23]([CH3:27])([CH3:26])[CH2:22][CH2:21]2)[C:14](=[O:19])[C:15]([CH3:18])([CH3:17])[CH3:16])[CH2:10][C@@H:9]1[CH2:28]OS(C)(=O)=O)([O:3][C:4]([CH3:7])([CH3:6])[CH3:5])=[O:2].